Task: Predict the reactants needed to synthesize the given product.. Dataset: Full USPTO retrosynthesis dataset with 1.9M reactions from patents (1976-2016) (1) Given the product [CH2:1]([O:3][C:4](=[O:23])[CH2:5][C:6]1[CH:7]=[C:8]([C:13]2[CH:18]=[CH:17][C:16]([C:19]([F:21])([F:22])[F:20])=[CH:15][CH:14]=2)[CH:9]=[C:10]([O:12][CH2:35][C:34]2[CH:37]=[CH:38][C:31]([Cl:30])=[CH:32][CH:33]=2)[CH:11]=1)[CH3:2], predict the reactants needed to synthesize it. The reactants are: [CH2:1]([O:3][C:4](=[O:23])[CH2:5][C:6]1[CH:7]=[C:8]([C:13]2[CH:18]=[CH:17][C:16]([C:19]([F:22])([F:21])[F:20])=[CH:15][CH:14]=2)[CH:9]=[C:10]([OH:12])[CH:11]=1)[CH3:2].C([O-])([O-])=O.[K+].[K+].[Cl:30][C:31]1[CH:38]=[CH:37][C:34]([CH2:35]Br)=[CH:33][CH:32]=1. (2) Given the product [CH3:1][O:2][C:3](=[O:9])[C@@H:4]([N:8]=[CH:12][C:11]([F:17])([F:16])[F:10])[CH:5]([CH3:7])[CH3:6], predict the reactants needed to synthesize it. The reactants are: [CH3:1][O:2][C:3](=[O:9])[C@@H:4]([NH2:8])[CH:5]([CH3:7])[CH3:6].[F:10][C:11]([F:17])([F:16])[CH:12](OC)O.